Task: Predict the product of the given reaction.. Dataset: Forward reaction prediction with 1.9M reactions from USPTO patents (1976-2016) (1) Given the reactants [Br:1][C:2]1[CH:3]=[CH:4][C:5]([C:8]([OH:10])=O)=[N:6][CH:7]=1.[NH:11]1[C:19]2[C:14](=[CH:15][C:16]([CH2:20][NH2:21])=[CH:17][CH:18]=2)[CH:13]=[CH:12]1.N, predict the reaction product. The product is: [Br:1][C:2]1[CH:3]=[CH:4][C:5]([C:8]([NH:21][CH2:20][C:16]2[CH:15]=[C:14]3[C:19](=[CH:18][CH:17]=2)[NH:11][CH:12]=[CH:13]3)=[O:10])=[N:6][CH:7]=1. (2) Given the reactants [C:1]([CH2:3][C:4]1[CH:9]=[CH:8][C:7]([NH:10][C:11]2[CH:19]=[CH:18][C:14]([C:15]([NH2:17])=[O:16])=[CH:13][N:12]=2)=[CH:6][CH:5]=1)#[N:2].O1CCCC1, predict the reaction product. The product is: [NH2:2][CH2:1][CH2:3][C:4]1[CH:5]=[CH:6][C:7]([NH:10][C:11]2[CH:19]=[CH:18][C:14]([C:15]([NH2:17])=[O:16])=[CH:13][N:12]=2)=[CH:8][CH:9]=1. (3) Given the reactants [CH:1](N1CC(C2(NC(=O)C(F)(F)F)CC2)C1)([C:8]1[CH:13]=[CH:12][CH:11]=[CH:10][CH:9]=1)[C:2]1[CH:7]=[CH:6][CH:5]=[CH:4][CH:3]=1.Cl.Cl.[NH2+]1CCC1, predict the reaction product. The product is: [C:2]1([CH2:1][C:8]2[CH:9]=[CH:10][CH:11]=[CH:12][CH:13]=2)[CH:7]=[CH:6][CH:5]=[CH:4][CH:3]=1. (4) The product is: [Cl:1][C:2]1[CH:7]=[C:6]([Cl:8])[CH:5]=[CH:4][C:3]=1[C:9]1[C:10]([C:20]#[N:21])=[C:11]([C:27]2[CH2:32][CH2:31][O:30][CH2:29][CH:28]=2)[S:12][C:13]=1[C:14]1[NH:18][CH:17]=[N:16][N:15]=1. Given the reactants [Cl:1][C:2]1[CH:7]=[C:6]([Cl:8])[CH:5]=[CH:4][C:3]=1[C:9]1[C:10]([C:20]#[N:21])=[C:11](I)[S:12][C:13]=1[C:14]1[NH:18][CH:17]=[N:16][N:15]=1.C([Sn](CCCC)(CCCC)[C:27]1[CH2:28][CH2:29][O:30][CH2:31][CH:32]=1)CCC.[Cl-].[Li+], predict the reaction product. (5) The product is: [OH:3][CH2:4][CH2:5][CH2:6][N:7]1[C:15]2[C:10](=[CH:11][CH:12]=[CH:13][CH:14]=2)[CH:9]=[C:8]1[C:16]([O:18][CH2:19][CH3:20])=[O:17]. Given the reactants C([O:3][C:4](=O)[CH2:5][CH2:6][N:7]1[C:15]2[C:10](=[CH:11][CH:12]=[CH:13][CH:14]=2)[CH:9]=[C:8]1[C:16]([O:18][CH2:19][CH3:20])=[O:17])C, predict the reaction product. (6) The product is: [OH:3][C@H:4]1[CH2:5][CH2:6][C@H:7]([C:10]([O:12][C:13]([CH3:16])([CH3:15])[CH3:14])=[O:11])[C@@H:8]([C:2]([O:18][CH3:17])=[O:1])[CH2:9]1. Given the reactants [O:1]=[C:2]1[C@H:8]2[CH2:9][C@H:4]([CH2:5][CH2:6][C@@H:7]2[C:10]([O:12][C:13]([CH3:16])([CH3:15])[CH3:14])=[O:11])[O:3]1.[CH3:17][O-:18].[Na+].Cl, predict the reaction product. (7) The product is: [S:18]1[C:12]2([CH2:13][CH2:14][CH:9]([C:3]3[CH:4]=[CH:5][C:6]([OH:8])=[CH:7][C:2]=3[OH:1])[CH2:10][CH2:11]2)[S:19][CH2:16][CH2:17]1. Given the reactants [OH:1][C:2]1[CH:7]=[C:6]([OH:8])[CH:5]=[CH:4][C:3]=1[CH:9]1[CH2:14][CH2:13][C:12](=O)[CH2:11][CH2:10]1.[CH2:16]([SH:19])[CH2:17][SH:18].C(=O)([O-])O.[Na+], predict the reaction product. (8) Given the reactants [N:1]1[CH:6]=[C:5]([O:7][C:8]2[CH:15]=[CH:14][C:11]([CH:12]=O)=[CH:10][CH:9]=2)[CH:4]=[N:3][CH:2]=1.[CH3:16][NH2:17].[BH4-].[Na+].O, predict the reaction product. The product is: [CH3:16][NH:17][CH2:12][C:11]1[CH:14]=[CH:15][C:8]([O:7][C:5]2[CH:6]=[N:1][CH:2]=[N:3][CH:4]=2)=[CH:9][CH:10]=1.